This data is from Catalyst prediction with 721,799 reactions and 888 catalyst types from USPTO. The task is: Predict which catalyst facilitates the given reaction. (1) Reactant: Br[C:2]1[C:11]2[C:6](=[CH:7][CH:8]=[C:9]([O:12][C:13]3[CH:18]=[CH:17][CH:16]=[CH:15][CH:14]=3)[CH:10]=2)[C:5]([OH:19])=[CH:4][N:3]=1.[C:20]([O-])(=O)[CH3:21].[Na+].CO.[C:27]([O:30][CH2:31][CH3:32])(=[O:29])C. Product: [CH2:31]([O:30][C:27]([C:4]1[N:3]=[CH:2][C:11]2[C:6]([C:5]=1[OH:19])=[CH:7][CH:8]=[C:9]([O:12][C:13]1[CH:18]=[CH:17][CH:16]=[CH:15][CH:14]=1)[CH:10]=2)=[O:29])[CH2:32][CH2:20][CH3:21]. The catalyst class is: 45. (2) The catalyst class is: 134. Product: [Cl:1][C:2]1[CH:3]=[CH:4][C:5]([N:8]2[CH2:13][CH2:12][N:11]([S:14]([CH2:17][C:37](=[O:38])[CH2:36][CH2:35][C:31]3[CH:32]=[N:33][CH:34]=[C:29]([Cl:28])[CH:30]=3)(=[O:15])=[O:16])[CH2:10][CH2:9]2)=[CH:6][CH:7]=1. Reactant: [Cl:1][C:2]1[CH:7]=[CH:6][C:5]([N:8]2[CH2:13][CH2:12][N:11]([S:14]([CH3:17])(=[O:16])=[O:15])[CH2:10][CH2:9]2)=[CH:4][CH:3]=1.[Li+].C[Si]([N-][Si](C)(C)C)(C)C.[Cl:28][C:29]1[CH:30]=[C:31]([CH2:35][CH2:36][C:37](OCC)=[O:38])[CH:32]=[N:33][CH:34]=1.C(OCC)(=O)C. (3) Reactant: [C:1]1([C:3](=[CH:5][CH:6]=[CH:7][CH:8]=1)[OH:4])[OH:2].[CH3:9][C:10](=[CH2:12])[CH3:11]. Product: [C:10]([C:5]1[CH:6]=[CH:7][C:8]([C:10]([CH3:12])([CH3:11])[CH3:9])=[C:1]([OH:2])[C:3]=1[OH:4])([CH3:11])([CH3:9])[CH3:12]. The catalyst class is: 113. (4) Reactant: [CH2:1]([O:3][C:4]([C:6]1[S:10][C:9]([N:11]2[C:15]3[CH:16]=[C:17]([CH2:20][CH2:21][CH2:22][CH2:23]OS(C)(=O)=O)[CH:18]=[CH:19][C:14]=3[N:13]=[CH:12]2)=[N:8][C:7]=1[C:29]1[CH:34]=[CH:33][CH:32]=[C:31]([Cl:35])[CH:30]=1)=[O:5])[CH3:2].C(=O)([O-])[O-].[K+].[K+].[NH:42]1[CH2:47][CH2:46][O:45][CH2:44][CH2:43]1. Product: [CH2:1]([O:3][C:4]([C:6]1[S:10][C:9]([N:11]2[C:15]3[CH:16]=[C:17]([CH2:20][CH2:21][CH2:22][CH2:23][N:42]4[CH2:47][CH2:46][O:45][CH2:44][CH2:43]4)[CH:18]=[CH:19][C:14]=3[N:13]=[CH:12]2)=[N:8][C:7]=1[C:29]1[CH:34]=[CH:33][CH:32]=[C:31]([Cl:35])[CH:30]=1)=[O:5])[CH3:2]. The catalyst class is: 10.